This data is from Peptide-MHC class I binding affinity with 185,985 pairs from IEDB/IMGT. The task is: Regression. Given a peptide amino acid sequence and an MHC pseudo amino acid sequence, predict their binding affinity value. This is MHC class I binding data. (1) The peptide sequence is HPTSRRELL. The MHC is HLA-B46:01 with pseudo-sequence HLA-B46:01. The binding affinity (normalized) is 0.0847. (2) The MHC is Mamu-B52 with pseudo-sequence Mamu-B52. The peptide sequence is AGIFPRLSF. The binding affinity (normalized) is 1.00. (3) The peptide sequence is VLQWASLAV. The MHC is HLA-B53:01 with pseudo-sequence HLA-B53:01. The binding affinity (normalized) is 0. (4) The peptide sequence is RRRLTARGLLN. The MHC is Mamu-B08 with pseudo-sequence Mamu-B08. The binding affinity (normalized) is 0.567. (5) The peptide sequence is VAPMVGGMM. The MHC is HLA-B07:02 with pseudo-sequence HLA-B07:02. The binding affinity (normalized) is 0.345. (6) The peptide sequence is EPFLVQFWI. The MHC is HLA-A24:03 with pseudo-sequence HLA-A24:03. The binding affinity (normalized) is 0.0847. (7) The peptide sequence is KMPLPTKL. The MHC is Mamu-A01 with pseudo-sequence Mamu-A01. The binding affinity (normalized) is 0.328.